This data is from Cav3 T-type calcium channel HTS with 100,875 compounds. The task is: Binary Classification. Given a drug SMILES string, predict its activity (active/inactive) in a high-throughput screening assay against a specified biological target. (1) The molecule is Clc1c(OCC(=O)NCCSc2ccc(Cl)cc2)ccc(Cl)c1. The result is 0 (inactive). (2) The result is 0 (inactive). The drug is O=C(NC(CNC(=O)CC(C)C)C)CC(C)C. (3) The drug is O(c1cc2=C(NN=C(N=c2cc1)c1occc1)c1ccccc1)C. The result is 0 (inactive). (4) The compound is O1CCN(CC1)CCOc1c(OCC)cc(C2c3c([nH]nc3OC(N)=C2C#N)CC)cc1. The result is 0 (inactive).